From a dataset of Reaction yield outcomes from USPTO patents with 853,638 reactions. Predict the reaction yield, written as a fraction of the theoretical maximum amount of product (1.0 means a 100% yield; for example, 0.34 means a 34% yield). (1) The reactants are [NH2:1][C:2]1[C:10]([CH3:11])=[C:9]([O:12][CH3:13])[CH:8]=[CH:7][C:3]=1[C:4]([NH2:6])=[O:5].C(N)(=O)C1C=CC=CC=1.Cl.[C:24](Cl)(=O)[C:25]1[CH:30]=[CH:29][N:28]=[CH:27][CH:26]=1. No catalyst specified. The product is [CH3:13][O:12][C:9]1[C:10]([CH3:11])=[C:2]2[C:3]([C:4]([OH:5])=[N:6][C:24]([C:25]3[CH:30]=[CH:29][N:28]=[CH:27][CH:26]=3)=[N:1]2)=[CH:7][CH:8]=1. The yield is 0.600. (2) The reactants are [NH2:1][C:2]1[CH:7]=[CH:6][CH:5]=[C:4]([NH2:8])[N:3]=1.O.C(=O)(O)[O-].[Na+].Cl[CH2:16][CH:17]=O. The catalyst is [Na+].[Cl-].CCO. The product is [N:1]1[CH:16]=[CH:17][N:3]2[C:4]([NH2:8])=[CH:5][CH:6]=[CH:7][C:2]=12. The yield is 0.220. (3) The product is [CH2:1]([O:8][C:9]([NH:11][C:12]1[CH:21]=[C:20]2[C:15]([CH:16]=[C:17]([C:22]([O:24][CH3:25])=[O:23])[CH:18]=[N:19]2)=[CH:14][CH:13]=1)=[O:10])[C:2]1[CH:7]=[CH:6][CH:5]=[CH:4][CH:3]=1. The yield is 0.810. The catalyst is CN(C=O)C.C1COCC1. The reactants are [CH2:1]([O:8][C:9]([NH:11][C:12]1[CH:21]=[C:20]2[C:15]([CH:16]=[C:17]([C:22]([OH:24])=[O:23])[CH:18]=[N:19]2)=[CH:14][CH:13]=1)=[O:10])[C:2]1[CH:7]=[CH:6][CH:5]=[CH:4][CH:3]=1.[C:25](Cl)(=O)C(Cl)=O.CO.CCN(CC)CC. (4) The reactants are [Br:1][C:2]1[C:7]2[NH:8][C:9](=O)[O:10][C:11](=[O:12])[C:6]=2[CH:5]=[C:4]([Cl:14])[CH:3]=1.[Cl:15][C:16]1[C:17]([N:22]2[C:26](C(Cl)=O)=[CH:25][C:24]([C:30]([F:33])([F:32])[F:31])=[N:23]2)=[N:18][CH:19]=[CH:20][CH:21]=1.N1C=CC=CC=1. The catalyst is C(#N)C. The product is [Br:1][C:2]1[C:7]2[N:8]=[C:9]([C:26]3[N:22]([C:17]4[C:16]([Cl:15])=[CH:21][CH:20]=[CH:19][N:18]=4)[N:23]=[C:24]([C:30]([F:31])([F:32])[F:33])[CH:25]=3)[O:10][C:11](=[O:12])[C:6]=2[CH:5]=[C:4]([Cl:14])[CH:3]=1. The yield is 0.640. (5) The reactants are Cl[C:2]1[N:9]=[CH:8][CH:7]=[C:6]([N:10]2[CH2:22][CH2:21][N:13]3[C:14]4[CH2:15][CH2:16][CH2:17][CH2:18][C:19]=4[CH:20]=[C:12]3[C:11]2=[O:23])[C:3]=1[CH:4]=[O:5].[CH3:24][N:25]1[CH:30]=[C:29](B2OC(C)(C)C(C)(C)O2)[CH:28]=[C:27]([NH:40][C:41]2[CH:46]=[CH:45][C:44]([N:47]3[CH2:52][CH2:51][N:50]([CH:53]4[CH2:56][O:55][CH2:54]4)[CH2:49][CH2:48]3)=[CH:43][N:42]=2)[C:26]1=[O:57]. The catalyst is [Pd].O1CCCC1. The product is [CH3:24][N:25]1[C:26](=[O:57])[C:27]([NH:40][C:41]2[CH:46]=[CH:45][C:44]([N:47]3[CH2:52][CH2:51][N:50]([CH:53]4[CH2:54][O:55][CH2:56]4)[CH2:49][CH2:48]3)=[CH:43][N:42]=2)=[CH:28][C:29]([C:2]2[N:9]=[CH:8][CH:7]=[C:6]([N:10]3[CH2:22][CH2:21][N:13]4[C:14]5[CH2:15][CH2:16][CH2:17][CH2:18][C:19]=5[CH:20]=[C:12]4[C:11]3=[O:23])[C:3]=2[CH:4]=[O:5])=[CH:30]1. The yield is 0.630.